From a dataset of Catalyst prediction with 721,799 reactions and 888 catalyst types from USPTO. Predict which catalyst facilitates the given reaction. Reactant: [Cl:1][C:2]1[CH:7]=[CH:6][C:5]([CH:8]2[C:12]3[N:13]([CH:22]([CH3:24])[CH3:23])[C:14]([C:16]4[CH2:17][CH2:18][NH:19][CH2:20][CH:21]=4)=[N:15][C:11]=3[C:10](=[O:25])[N:9]2[C:26]2[CH:27]=[C:28]([CH3:36])[C:29]3[N:30]([C:32]([CH3:35])=[N:33][N:34]=3)[CH:31]=2)=[CH:4][CH:3]=1.[C:37]([N:41]=[C:42]=[O:43])([CH3:40])([CH3:39])[CH3:38]. Product: [C:37]([NH:41][C:42]([N:19]1[CH2:18][CH2:17][C:16]([C:14]2[N:13]([CH:22]([CH3:24])[CH3:23])[C:12]3[CH:8]([C:5]4[CH:6]=[CH:7][C:2]([Cl:1])=[CH:3][CH:4]=4)[N:9]([C:26]4[CH:27]=[C:28]([CH3:36])[C:29]5[N:30]([C:32]([CH3:35])=[N:33][N:34]=5)[CH:31]=4)[C:10](=[O:25])[C:11]=3[N:15]=2)=[CH:21][CH2:20]1)=[O:43])([CH3:40])([CH3:39])[CH3:38]. The catalyst class is: 2.